Dataset: Catalyst prediction with 721,799 reactions and 888 catalyst types from USPTO. Task: Predict which catalyst facilitates the given reaction. (1) Reactant: Cl[C:2]1[N:10]=[CH:9][CH:8]=[CH:7][C:3]=1[C:4]([OH:6])=[O:5].[H-].[Na+].[CH2:13]([OH:20])[C:14]1[CH:19]=[CH:18][CH:17]=[CH:16][CH:15]=1.Cl. Product: [CH2:13]([O:20][C:2]1[N:10]=[CH:9][CH:8]=[CH:7][C:3]=1[C:4]([OH:6])=[O:5])[C:14]1[CH:19]=[CH:18][CH:17]=[CH:16][CH:15]=1. The catalyst class is: 20. (2) Reactant: Cl.[OH:2][C@:3]([C:20]1[CH:25]=[CH:24][CH:23]=[C:22]([OH:26])[CH:21]=1)([C:14]1[CH:19]=[CH:18][CH:17]=[CH:16][CH:15]=1)[C:4]([O:6][CH2:7][CH:8]1[CH2:13][CH2:12][NH:11][CH2:10][CH2:9]1)=[O:5].[CH:27](=O)[C:28]1[CH:33]=[CH:32][CH:31]=[CH:30][CH:29]=1.C(O[BH-](OC(=O)C)OC(=O)C)(=O)C.[Na+]. Product: [OH:2][C@:3]([C:20]1[CH:25]=[CH:24][CH:23]=[C:22]([OH:26])[CH:21]=1)([C:14]1[CH:19]=[CH:18][CH:17]=[CH:16][CH:15]=1)[C:4]([O:6][CH2:7][CH:8]1[CH2:9][CH2:10][N:11]([CH2:27][C:28]2[CH:33]=[CH:32][CH:31]=[CH:30][CH:29]=2)[CH2:12][CH2:13]1)=[O:5]. The catalyst class is: 2. (3) Reactant: [CH:1]1[CH:2]=[CH:3][N:4]2[CH2:10][C:9]3[CH:11]=[CH:12][CH:13]=[CH:14][C:8]=3[NH:7][CH2:6][C:5]=12.C(N(CC)C(C)C)(C)C.[C:24]([C:32]1[CH:40]=[CH:39][C:35]([C:36](Cl)=[O:37])=[CH:34][CH:33]=1)(=[O:31])[C:25]1[CH:30]=[CH:29][CH:28]=[CH:27][CH:26]=1. Product: [C:25]1([C:24]([C:32]2[CH:33]=[CH:34][C:35]([C:36]([N:7]3[C:8]4[CH:14]=[CH:13][CH:12]=[CH:11][C:9]=4[CH2:10][N:4]4[CH:3]=[CH:2][CH:1]=[C:5]4[CH2:6]3)=[O:37])=[CH:39][CH:40]=2)=[O:31])[CH:26]=[CH:27][CH:28]=[CH:29][CH:30]=1. The catalyst class is: 4. (4) Reactant: [Cl:1][C:2]1[CH:3]=[C:4]([CH:9]2[N:14]3[N:15]=[CH:16][CH:17]=[C:13]3[N:12]([C:18]([O:20][C:21]([CH3:24])([CH3:23])[CH3:22])=[O:19])[C:11]([CH3:25])=[C:10]2[C:26](=[O:39])[NH:27][S:28]([C:31]2[CH:36]=[CH:35][C:34]([O:37][CH3:38])=[CH:33][CH:32]=2)(=[O:30])=[O:29])[CH:5]=[CH:6][C:7]=1[Cl:8].IC.[C:42]([O-])([O-])=O.[K+].[K+]. Product: [Cl:1][C:2]1[CH:3]=[C:4]([CH:9]2[N:14]3[N:15]=[CH:16][CH:17]=[C:13]3[N:12]([C:18]([O:20][C:21]([CH3:24])([CH3:23])[CH3:22])=[O:19])[C:11]([CH3:25])=[C:10]2[C:26](=[O:39])[N:27]([S:28]([C:31]2[CH:36]=[CH:35][C:34]([O:37][CH3:38])=[CH:33][CH:32]=2)(=[O:29])=[O:30])[CH3:42])[CH:5]=[CH:6][C:7]=1[Cl:8]. The catalyst class is: 3.